Dataset: Peptide-MHC class II binding affinity with 134,281 pairs from IEDB. Task: Regression. Given a peptide amino acid sequence and an MHC pseudo amino acid sequence, predict their binding affinity value. This is MHC class II binding data. (1) The peptide sequence is ATAGTTVYGAF. The MHC is HLA-DQA10501-DQB10201 with pseudo-sequence HLA-DQA10501-DQB10201. The binding affinity (normalized) is 0.164. (2) The peptide sequence is EAGKATTEEQKLIED. The MHC is HLA-DPA10103-DPB10301 with pseudo-sequence HLA-DPA10103-DPB10301. The binding affinity (normalized) is 0.0276. (3) The peptide sequence is KMIGGIGGFVKVRQYDQILI. The MHC is DRB1_0405 with pseudo-sequence DRB1_0405. The binding affinity (normalized) is 0.225.